This data is from Peptide-MHC class II binding affinity with 134,281 pairs from IEDB. The task is: Regression. Given a peptide amino acid sequence and an MHC pseudo amino acid sequence, predict their binding affinity value. This is MHC class II binding data. (1) The binding affinity (normalized) is 0.896. The peptide sequence is AAITAGTTVYGAFAA. The MHC is HLA-DQA10501-DQB10301 with pseudo-sequence HLA-DQA10501-DQB10301. (2) The peptide sequence is TSVPKCWLVTNGSYL. The MHC is DRB1_0101 with pseudo-sequence DRB1_0101. The binding affinity (normalized) is 0.362.